From a dataset of Catalyst prediction with 721,799 reactions and 888 catalyst types from USPTO. Predict which catalyst facilitates the given reaction. Reactant: C(O[CH:4](OCC)[C:5]1[N:10]=[C:9]([CH3:11])[C:8]([C:12]([O:14][CH2:15][CH3:16])=[O:13])=[CH:7][N:6]=1)C.Cl.[NH2:21][OH:22].C(O)C. Product: [OH:22][N:21]=[CH:4][C:5]1[N:10]=[C:9]([CH3:11])[C:8]([C:12]([O:14][CH2:15][CH3:16])=[O:13])=[CH:7][N:6]=1. The catalyst class is: 6.